This data is from Forward reaction prediction with 1.9M reactions from USPTO patents (1976-2016). The task is: Predict the product of the given reaction. (1) Given the reactants [CH3:1][N:2]1[CH2:7][CH2:6][NH:5][CH2:4][CH2:3]1.Br[CH2:9][CH2:10][Cl:11], predict the reaction product. The product is: [ClH:11].[Cl:11][CH2:10][CH2:9][N:5]1[CH2:6][CH2:7][N:2]([CH3:1])[CH2:3][CH2:4]1. (2) Given the reactants [N:1]1[CH:6]=[CH:5][CH:4]=[CH:3][C:2]=1[NH:7][C:8]1[CH:33]=[CH:32][C:11]([O:12][C:13]2[C:14]([C:19]3[CH2:24][CH2:23][N:22]([C:25]([O:27]C(C)(C)C)=O)[CH2:21][CH:20]=3)=[N:15][CH:16]=[CH:17][N:18]=2)=[CH:10][CH:9]=1.[C:34](Cl)(=O)C, predict the reaction product. The product is: [N:1]1[CH:6]=[CH:5][CH:4]=[CH:3][C:2]=1[NH:7][C:8]1[CH:9]=[CH:10][C:11]([O:12][C:13]2[C:14]([C:19]3[CH2:24][CH2:23][N:22]([C:25](=[O:27])[CH3:34])[CH2:21][CH:20]=3)=[N:15][CH:16]=[CH:17][N:18]=2)=[CH:32][CH:33]=1. (3) Given the reactants [OH-:1].[Na+].[CH3:3][OH:4].[CH3:5][C:6]([CH3:37])([CH2:12][C:13]1[CH:18]=[CH:17][C:16]([C:19]2[CH:24]=[C:23]([NH:25][C:26]3[N:31]=[C:30]([C:32]([F:35])([F:34])[F:33])[CH:29]=[CH:28][N:27]=3)[CH:22]=[C:21]([CH3:36])[CH:20]=2)=[CH:15][N:14]=1)[C:7]([O:9]CC)=[O:8], predict the reaction product. The product is: [CH3:5][C:6]([CH3:37])([CH2:12][C:13]1[CH:18]=[CH:17][C:16]([C:19]2[CH:24]=[C:23]([NH:25][C:26]3[N:31]=[C:30]([C:32]([F:35])([F:33])[F:34])[CH:29]=[CH:28][N:27]=3)[CH:22]=[C:21]([CH3:36])[CH:20]=2)=[CH:15][N:14]=1)[C:7]([OH:9])=[O:8].[C:3]([OH:4])([C:32]([F:35])([F:34])[F:33])=[O:1]. (4) Given the reactants [C:1]([C:3]1[CH:12]=[C:11]2[C:6]([CH2:7][CH2:8][CH2:9][CH:10]2O)=[CH:5][CH:4]=1)#[N:2].[NH:14]1[CH:18]=[C:17]([C:19]([O:21][CH:22]([CH3:24])[CH3:23])=[O:20])[N:16]=[CH:15]1.C1(P(C2C=CC=CC=2)C2C=CC=CC=2)C=CC=CC=1.N(C(OC(C)C)=O)=NC(OC(C)C)=O, predict the reaction product. The product is: [CH:22]([O:21][C:19]([C:17]1[N:16]([CH:10]2[C:11]3[C:6](=[CH:5][CH:4]=[C:3]([C:1]#[N:2])[CH:12]=3)[CH2:7][CH2:8][CH2:9]2)[CH:15]=[N:14][CH:18]=1)=[O:20])([CH3:24])[CH3:23]. (5) Given the reactants [OH:1][C@H:2]([C:30]1[CH:35]=[CH:34][C:33]([O:36][CH3:37])=[CH:32][CH:31]=1)[C@H:3]([NH:14][C:15](=[O:29])[C@@H:16]([NH:19][C:20](=[O:28])[CH2:21][N:22]1[CH2:27][CH2:26][O:25][CH2:24][CH2:23]1)[CH2:17][OH:18])[C:4]([O:6]CC1C=CC=CC=1)=[O:5], predict the reaction product. The product is: [OH:1][C@H:2]([C:30]1[CH:31]=[CH:32][C:33]([O:36][CH3:37])=[CH:34][CH:35]=1)[C@H:3]([NH:14][C:15](=[O:29])[C@@H:16]([NH:19][C:20](=[O:28])[CH2:21][N:22]1[CH2:27][CH2:26][O:25][CH2:24][CH2:23]1)[CH2:17][OH:18])[C:4]([OH:6])=[O:5].